This data is from Full USPTO retrosynthesis dataset with 1.9M reactions from patents (1976-2016). The task is: Predict the reactants needed to synthesize the given product. (1) Given the product [N:21]1[C:20]2[C:15](=[N:16][CH:17]=[CH:18][CH:19]=2)[N:14]([CH2:13][C:3]2[C:2]([F:1])=[CH:12][C:6]3[N:7]=[C:8]([S:10][CH3:11])[S:9][C:5]=3[CH:4]=2)[CH:23]=1, predict the reactants needed to synthesize it. The reactants are: [F:1][C:2]1[C:3]([CH2:13][NH:14][C:15]2[C:20]([NH2:21])=[CH:19][CH:18]=[CH:17][N:16]=2)=[CH:4][C:5]2[S:9][C:8]([S:10][CH3:11])=[N:7][C:6]=2[CH:12]=1.Br[C:23]1C=C(N)C(NCC2C=CC3N=C(SC)SC=3C=2)=CC=1OC. (2) Given the product [C:14]([O:13][C:12]([NH:11][CH2:10][C:9]1[S:32][C:5]([C:4]2[CH:20]=[CH:21][CH:22]=[C:2]([Cl:1])[CH:3]=2)=[N:7][N:8]=1)=[O:18])([CH3:17])([CH3:16])[CH3:15], predict the reactants needed to synthesize it. The reactants are: [Cl:1][C:2]1[CH:3]=[C:4]([CH:20]=[CH:21][CH:22]=1)[C:5]([NH:7][NH:8][C:9](=O)[CH2:10][NH:11][C:12](=[O:18])[O:13][C:14]([CH3:17])([CH3:16])[CH3:15])=O.COC1C=CC(P2(SP(C3C=CC(OC)=CC=3)(=S)S2)=[S:32])=CC=1. (3) Given the product [C:13]([O:12][C:10]([N:7]1[CH2:8][CH2:9][CH:4]([CH:1]2[N:86]3[N:87]=[C:88]([C:93]4[CH:98]=[CH:97][C:96]([O:99][C:100]5[CH:105]=[CH:104][CH:103]=[CH:102][CH:101]=5)=[CH:95][CH:94]=4)[C:89]([C:90]([NH2:92])=[O:91])=[C:85]3[NH:84][CH2:83][CH2:2]2)[CH2:5][CH2:6]1)=[O:11])([CH3:16])([CH3:15])[CH3:14], predict the reactants needed to synthesize it. The reactants are: [C:1]([CH:4]1[CH2:9][CH2:8][N:7]([C:10]([O:12][C:13]([CH3:16])([CH3:15])[CH3:14])=[O:11])[CH2:6][CH2:5]1)(=O)[CH3:2].NC1NN=C(C2C=CC(OC3C=CC=CC=3)=CC=2)C=1C#N.NC1C=C(C2N3N=C(C4C=CC(OC5C=CC=CC=5)=CC=4)C(C#N)=C3N=CC=2)C=CC=1.ClCCC(NC1C=C(C2[N:86]3[N:87]=[C:88]([C:93]4[CH:98]=[CH:97][C:96]([O:99][C:100]5[CH:105]=[CH:104][CH:103]=[CH:102][CH:101]=5)=[CH:95][CH:94]=4)[C:89]([C:90]([NH2:92])=[O:91])=[C:85]3[NH:84][CH2:83]C2)C=CC=1)=O. (4) Given the product [C:2]([C:6]1[CH:7]=[CH:8][C:9]([C:10]([O:12][CH2:13][CH3:14])=[O:11])=[CH:15][CH:16]=1)(=[O:1])[CH2:3][CH2:4][CH3:5], predict the reactants needed to synthesize it. The reactants are: [OH:1][CH:2]([C:6]1[CH:16]=[CH:15][C:9]([C:10]([O:12][CH2:13][CH3:14])=[O:11])=[CH:8][CH:7]=1)[CH2:3][CH2:4][CH3:5].C(N(CC)CC)C. (5) The reactants are: I[C:2]1[CH:7]=[CH:6][N:5]=[C:4]([C:8]([F:11])([F:10])[F:9])[CH:3]=1.C([O:15][B:16](OC(C)C)[O:17]C(C)C)(C)C.C([Li])CCC.CCCCCC. Given the product [F:9][C:8]([F:11])([F:10])[C:4]1[CH:3]=[C:2]([B:16]([OH:17])[OH:15])[CH:7]=[CH:6][N:5]=1, predict the reactants needed to synthesize it. (6) Given the product [Cl:23][C:22]1[C:21]([Cl:24])=[C:20]([CH3:25])[NH:19][C:18]=1[C:16]([NH:15][CH:14]1[CH2:13][CH2:12][NH:11][CH2:10][CH:9]1[OH:8])=[O:17], predict the reactants needed to synthesize it. The reactants are: [Si]([O:8][CH:9]1[CH:14]([NH:15][C:16]([C:18]2[NH:19][C:20]([CH3:25])=[C:21]([Cl:24])[C:22]=2[Cl:23])=[O:17])[CH2:13][CH2:12][N:11](C(OCC)=O)[CH2:10]1)(C(C)(C)C)(C)C.[OH-].[Na+].Cl.